From a dataset of Forward reaction prediction with 1.9M reactions from USPTO patents (1976-2016). Predict the product of the given reaction. (1) Given the reactants [NH2:1][C:2]1[CH:7]=[CH:6][CH:5]=[CH:4][C:3]=1[NH:8][C:9](=[O:17])[C:10]1[CH:15]=[CH:14][C:13](I)=[CH:12][CH:11]=1.[F:18][C:19]1[CH:24]=[CH:23][CH:22]=[CH:21][C:20]=1[N:25]1[CH2:30][CH2:29][NH:28][CH2:27][CH2:26]1.C(=O)([O-])[O-].[K+].[K+].O1C=[CH:40][CH:39]=[C:38]1P(C1OC=CC=1)C1OC=CC=1.C=C=C, predict the reaction product. The product is: [NH2:1][C:2]1[CH:7]=[CH:6][CH:5]=[CH:4][C:3]=1[NH:8][C:9](=[O:17])[C:10]1[CH:15]=[CH:14][C:13]([C:39]([CH2:40][N:28]2[CH2:29][CH2:30][N:25]([C:20]3[CH:21]=[CH:22][CH:23]=[CH:24][C:19]=3[F:18])[CH2:26][CH2:27]2)=[CH2:38])=[CH:12][CH:11]=1. (2) Given the reactants [F:1][C:2]1[CH:3]=[C:4]([OH:9])[CH:5]=[CH:6][C:7]=1[F:8].C(=O)([O-])[O-].[K+].[K+].I[CH2:17][CH3:18], predict the reaction product. The product is: [CH2:17]([O:9][C:4]1[CH:5]=[CH:6][C:7]([F:8])=[C:2]([F:1])[CH:3]=1)[CH3:18]. (3) The product is: [Cl:1][C:2]1[CH:7]=[CH:6][C:5]([CH2:8][CH2:9][NH:10][C:18](=[O:19])[CH:17]=[C:15]2[C:14](=[O:21])[O:13][C:12]([CH3:11])([CH3:22])[O:16]2)=[CH:4][CH:3]=1. Given the reactants [Cl:1][C:2]1[CH:7]=[CH:6][C:5]([CH2:8][CH2:9][NH2:10])=[CH:4][CH:3]=1.[CH3:11][C:12]1([CH3:22])[O:16][C:15](=[CH:17][C:18](O)=[O:19])[C:14](=[O:21])[O:13]1, predict the reaction product. (4) Given the reactants [CH2:1]([O:3][C:4](=[O:21])[CH2:5][C:6]1[CH:11]=[C:10]([S:12][CH2:13][C:14](=O)[CH3:15])[CH:9]=[CH:8][C:7]=1[C:17]([F:20])([F:19])[F:18])[CH3:2].Cl.[Cl:23][C:24]1[C:25]([F:32])=[C:26]([NH:30]N)[CH:27]=[CH:28][CH:29]=1, predict the reaction product. The product is: [CH2:1]([O:3][C:4](=[O:21])[CH2:5][C:6]1[CH:11]=[C:10]([S:12][C:13]2[C:27]3[C:26](=[C:25]([F:32])[C:24]([Cl:23])=[CH:29][CH:28]=3)[NH:30][C:14]=2[CH3:15])[CH:9]=[CH:8][C:7]=1[C:17]([F:20])([F:19])[F:18])[CH3:2]. (5) Given the reactants [Li+].CC([N-]C(C)C)C.Br[CH2:10][C:11]1[CH:28]=[CH:27][CH:26]=[CH:25][C:12]=1[CH2:13][C:14]1([C:20]([O:22][CH2:23][CH3:24])=[O:21])[CH2:18][CH2:17][CH2:16][C:15]1=[O:19], predict the reaction product. The product is: [O:19]=[C:15]1[CH:16]2[CH2:17][CH2:18][C:14]1([C:20]([O:22][CH2:23][CH3:24])=[O:21])[CH2:13][C:12]1[CH:25]=[CH:26][CH:27]=[CH:28][C:11]=1[CH2:10]2. (6) The product is: [CH3:27][O:28][C:29]1[N:34]=[C:33](/[CH:35]=[CH:36]/[C:37]([NH:46][N:47]2[CH2:52][CH2:51][CH2:50][CH:49]([C:53]3[CH:58]=[CH:57][CH:56]=[CH:55][C:54]=3[C:59]([F:60])([F:61])[F:62])[C:48]2=[O:63])=[O:39])[CH:32]=[CH:31][C:30]=1[N:40]1[CH:44]=[C:43]([CH3:45])[N:42]=[CH:41]1. Given the reactants C1C=CC2N(O)N=NC=2C=1.C(N(C(C)C)CC)(C)C.FC(F)(F)C(O)=O.[CH3:27][O:28][C:29]1[N:34]=[C:33](/[CH:35]=[CH:36]/[C:37]([OH:39])=O)[CH:32]=[CH:31][C:30]=1[N:40]1[CH:44]=[C:43]([CH3:45])[N:42]=[CH:41]1.[NH2:46][N:47]1[CH2:52][CH2:51][CH2:50][CH:49]([C:53]2[CH:58]=[CH:57][CH:56]=[CH:55][C:54]=2[C:59]([F:62])([F:61])[F:60])[C:48]1=[O:63].C(=O)(O)[O-].[Na+], predict the reaction product.